From a dataset of Reaction yield outcomes from USPTO patents with 853,638 reactions. Predict the reaction yield, written as a fraction of the theoretical maximum amount of product (1.0 means a 100% yield; for example, 0.34 means a 34% yield). (1) The reactants are [CH2:1]([N:3]1[C:7]2=[N:8][C:9]([CH2:60][CH3:61])=[C:10]([CH2:19][N:20]([CH2:22][C:23]3[CH:24]=[C:25]([C:29]([NH:31][CH2:32][C:33]4[CH:34]=[CH:35][C:36]([F:59])=[C:37]([C:39]5[CH:44]=[CH:43][CH:42]=[C:41]([CH2:45][N:46]6[CH2:51][CH2:50][N:49](C(OC(C)(C)C)=O)[CH2:48][CH2:47]6)[CH:40]=5)[CH:38]=4)=[O:30])[CH:26]=[CH:27][CH:28]=3)[CH3:21])[C:11]([NH:12][CH:13]3[CH2:18][CH2:17][O:16][CH2:15][CH2:14]3)=[C:6]2[CH:5]=[N:4]1)[CH3:2].C(O)(C(F)(F)F)=O.C([O-])(O)=O.[Na+]. The catalyst is C(Cl)Cl. The product is [CH2:1]([N:3]1[C:7]2=[N:8][C:9]([CH2:60][CH3:61])=[C:10]([CH2:19][N:20]([CH2:22][C:23]3[CH:24]=[C:25]([CH:26]=[CH:27][CH:28]=3)[C:29]([NH:31][CH2:32][C:33]3[CH:38]=[C:37]([C:39]4[CH:44]=[CH:43][CH:42]=[C:41]([CH2:45][N:46]5[CH2:51][CH2:50][NH:49][CH2:48][CH2:47]5)[CH:40]=4)[C:36]([F:59])=[CH:35][CH:34]=3)=[O:30])[CH3:21])[C:11]([NH:12][CH:13]3[CH2:14][CH2:15][O:16][CH2:17][CH2:18]3)=[C:6]2[CH:5]=[N:4]1)[CH3:2]. The yield is 0.310. (2) The reactants are [C:1]([C:3]1[CH:19]=[CH:18][C:6]([O:7][CH2:8][CH2:9][CH2:10][CH2:11][CH2:12][C:13]([O:15]CC)=[O:14])=[C:5]([CH2:20][N:21]([CH:35]([CH3:37])[CH3:36])[C:22](=[O:34])[C:23]2[CH:28]=[CH:27][C:26]([C:29]3[O:30][CH:31]=[CH:32][CH:33]=3)=[CH:25][CH:24]=2)[CH:4]=1)#[N:2].O.[OH-].[Li+].Cl. The catalyst is C1COCC1.O. The product is [C:1]([C:3]1[CH:19]=[CH:18][C:6]([O:7][CH2:8][CH2:9][CH2:10][CH2:11][CH2:12][C:13]([OH:15])=[O:14])=[C:5]([CH2:20][N:21]([CH:35]([CH3:37])[CH3:36])[C:22](=[O:34])[C:23]2[CH:24]=[CH:25][C:26]([C:29]3[O:30][CH:31]=[CH:32][CH:33]=3)=[CH:27][CH:28]=2)[CH:4]=1)#[N:2]. The yield is 0.530. (3) The reactants are [F:1][CH:2]([F:30])[CH2:3][N:4]1[CH2:9][C:8]2([CH2:14][CH2:13][N:12]([C:15]([O:17][C:18]([CH3:21])([CH3:20])[CH3:19])=[O:16])[CH2:11][CH2:10]2)[O:7][CH:6]([C:22](=O)[NH:23][CH2:24][C:25](=[O:28])[CH2:26][CH3:27])[CH2:5]1. The catalyst is C1COCC1. The product is [F:30][CH:2]([F:1])[CH2:3][N:4]1[CH2:9][C:8]2([CH2:10][CH2:11][N:12]([C:15]([O:17][C:18]([CH3:21])([CH3:20])[CH3:19])=[O:16])[CH2:13][CH2:14]2)[O:7][CH:6]([C:22]2[O:28][C:25]([CH2:26][CH3:27])=[CH:24][N:23]=2)[CH2:5]1. The yield is 0.840.